Task: Regression/Classification. Given a drug SMILES string, predict its absorption, distribution, metabolism, or excretion properties. Task type varies by dataset: regression for continuous measurements (e.g., permeability, clearance, half-life) or binary classification for categorical outcomes (e.g., BBB penetration, CYP inhibition). Dataset: cyp2c9_veith.. Dataset: CYP2C9 inhibition data for predicting drug metabolism from PubChem BioAssay The compound is C[C@@]12CC[C@H]3[C@@H](CC[C@]4(O)C[C@H](O)CC[C@@]34C=O)[C@]1(O)CC[C@@H]2C1=CC(=O)OC1. The result is 0 (non-inhibitor).